From a dataset of Full USPTO retrosynthesis dataset with 1.9M reactions from patents (1976-2016). Predict the reactants needed to synthesize the given product. (1) Given the product [Cl:58][C:55]1[CH:54]=[CH:53][C:52]([CH:51]=[CH:50][CH2:49][N:37]2[C:36](=[O:59])[C:35]([CH2:32][OH:33])=[CH:40][C:39]([C:41]3[CH:46]=[CH:45][C:44]([F:47])=[C:43]([CH3:48])[CH:42]=3)=[N:38]2)=[CH:57][CH:56]=1, predict the reactants needed to synthesize it. The reactants are: FC1C=C(F)C=CC=1C1C=C(CN2C(=O)C3=CC=CC=C3C2=O)C(=O)N(CC(C)C)N=1.[C:32]([C:35]1[C:36](=[O:59])[N:37]([CH2:49][CH:50]=[CH:51][C:52]2[CH:57]=[CH:56][C:55]([Cl:58])=[CH:54][CH:53]=2)[N:38]=[C:39]([C:41]2[CH:46]=[CH:45][C:44]([F:47])=[C:43]([CH3:48])[CH:42]=2)[CH:40]=1)(O)=[O:33]. (2) Given the product [CH3:20][C@@H:21]1[CH2:26][CH2:25][CH2:24][N:23]([C:7](=[O:9])[C:6]2[CH:10]=[C:2]([CH3:1])[CH:3]=[CH:4][C:5]=2[N:11]2[CH:15]=[N:14][C:13]([C:16]([F:19])([F:18])[F:17])=[N:12]2)[C@@H:22]1[CH2:27][NH:28][C:29](=[O:35])[O:30][C:31]([CH3:34])([CH3:33])[CH3:32], predict the reactants needed to synthesize it. The reactants are: [CH3:1][C:2]1[CH:3]=[CH:4][C:5]([N:11]2[CH:15]=[N:14][C:13]([C:16]([F:19])([F:18])[F:17])=[N:12]2)=[C:6]([CH:10]=1)[C:7]([OH:9])=O.[CH3:20][C@@H:21]1[CH2:26][CH2:25][CH2:24][NH:23][C@@H:22]1[CH2:27][NH:28][C:29](=[O:35])[O:30][C:31]([CH3:34])([CH3:33])[CH3:32].CCN(C(C)C)C(C)C.CN(C(ON1N=NC2C=CC=NC1=2)=[N+](C)C)C.F[P-](F)(F)(F)(F)F. (3) Given the product [F:1][C:2]1[CH:3]=[CH:4][C:5]([CH2:8][C:9]2[CH:18]=[C:17]3[C:12]([C:13]([OH:33])=[C:14]([C:28]([NH:34][CH2:35][CH:36]([OH:38])[CH3:37])=[O:29])[C:15](=[O:27])[N:16]3[CH2:19][C:20](=[O:26])[N:21]3[CH2:25][CH2:24][CH2:23][CH2:22]3)=[N:11][CH:10]=2)=[CH:6][CH:7]=1, predict the reactants needed to synthesize it. The reactants are: [F:1][C:2]1[CH:7]=[CH:6][C:5]([CH2:8][C:9]2[CH:18]=[C:17]3[C:12]([C:13]([OH:33])=[C:14]([C:28](OCC)=[O:29])[C:15](=[O:27])[N:16]3[CH2:19][C:20](=[O:26])[N:21]3[CH2:25][CH2:24][CH2:23][CH2:22]3)=[N:11][CH:10]=2)=[CH:4][CH:3]=1.[NH2:34][CH2:35][CH:36]([OH:38])[CH3:37]. (4) Given the product [S:29]([C:32]1[CH:37]=[CH:36][C:35]([CH3:38])=[CH:34][CH:33]=1)([O-:31])(=[O:30])=[O:28].[CH2:21]([N:7]([CH2:1][CH2:2][CH2:3][CH2:4][CH2:5][CH3:6])[S:8]([C:11]1[CH:20]=[CH:19][C:14]2[N+:15]([CH3:27])=[C:16]([CH3:18])[S:17][C:13]=2[CH:12]=1)(=[O:10])=[O:9])[CH2:22][CH2:23][CH2:24][CH2:25][CH3:26], predict the reactants needed to synthesize it. The reactants are: [CH2:1]([N:7]([CH2:21][CH2:22][CH2:23][CH2:24][CH2:25][CH3:26])[S:8]([C:11]1[CH:20]=[CH:19][C:14]2[N:15]=[C:16]([CH3:18])[S:17][C:13]=2[CH:12]=1)(=[O:10])=[O:9])[CH2:2][CH2:3][CH2:4][CH2:5][CH3:6].[CH3:27][O:28][S:29]([C:32]1[CH:37]=[CH:36][C:35]([CH3:38])=[CH:34][CH:33]=1)(=[O:31])=[O:30].CCCCCC. (5) Given the product [F:22][C:23]1[CH:30]=[CH:29][C:26]([CH2:27][N:1]2[CH2:6][CH2:5][CH2:4][CH2:3][C@@H:2]2[C:7]([NH:9][C@H:10]([C:12]2[CH:13]=[CH:14][C:15]([C:16]([O:18][CH3:19])=[O:17])=[CH:20][CH:21]=2)[CH3:11])=[O:8])=[CH:25][CH:24]=1, predict the reactants needed to synthesize it. The reactants are: [NH:1]1[CH2:6][CH2:5][CH2:4][CH2:3][C@@H:2]1[C:7]([NH:9][C@H:10]([C:12]1[CH:21]=[CH:20][C:15]([C:16]([O:18][CH3:19])=[O:17])=[CH:14][CH:13]=1)[CH3:11])=[O:8].[F:22][C:23]1[CH:30]=[CH:29][C:26]([CH2:27]Br)=[CH:25][CH:24]=1.C([O-])([O-])=O.[Na+].[Na+].